The task is: Regression. Given a peptide amino acid sequence and an MHC pseudo amino acid sequence, predict their binding affinity value. This is MHC class I binding data.. This data is from Peptide-MHC class I binding affinity with 185,985 pairs from IEDB/IMGT. (1) The peptide sequence is PMFAVGLLF. The MHC is HLA-A23:01 with pseudo-sequence HLA-A23:01. The binding affinity (normalized) is 0.709. (2) The peptide sequence is KTIYAVDSF. The MHC is HLA-B08:01 with pseudo-sequence HLA-B08:01. The binding affinity (normalized) is 0.0414. (3) The peptide sequence is QENEIYTYF. The MHC is HLA-B15:17 with pseudo-sequence HLA-B15:17. The binding affinity (normalized) is 0.0847.